This data is from Catalyst prediction with 721,799 reactions and 888 catalyst types from USPTO. The task is: Predict which catalyst facilitates the given reaction. Reactant: C[O:2][CH:3](OC)[CH2:4][O:5][C:6]1[CH:11]=[CH:10][C:9]([F:12])=[CH:8][CH:7]=1.FC(F)(F)C(O)=O. Product: [F:12][C:9]1[CH:10]=[CH:11][C:6]([O:5][CH2:4][CH:3]=[O:2])=[CH:7][CH:8]=1. The catalyst class is: 22.